Task: Predict the reaction yield, written as a fraction of the theoretical maximum amount of product (1.0 means a 100% yield; for example, 0.34 means a 34% yield).. Dataset: Reaction yield outcomes from USPTO patents with 853,638 reactions (1) The reactants are Cl.[F:2][C:3]([F:16])([F:15])[CH2:4][O:5][C:6]1[N:11]=[CH:10][C:9]([CH:12]([NH2:14])[CH3:13])=[CH:8][CH:7]=1.[NH2:17][C:18]1[CH:19]=[C:20]([C:24]([F:27])=[CH:25][N:26]=1)[C:21](O)=[O:22]. No catalyst specified. The product is [NH2:17][C:18]1[CH:19]=[C:20]([C:24]([F:27])=[CH:25][N:26]=1)[C:21]([NH:14][CH:12]([C:9]1[CH:10]=[N:11][C:6]([O:5][CH2:4][C:3]([F:2])([F:15])[F:16])=[CH:7][CH:8]=1)[CH3:13])=[O:22]. The yield is 0.240. (2) The reactants are [Br:1][C:2]1[CH:3]=[CH:4][C:5]([N:10]2[CH2:15][CH2:14][CH2:13][CH2:12][CH:11]2[CH3:16])=[C:6]([CH2:8][OH:9])[CH:7]=1.[CH2:17](N(C(C)C)C(C)C)C.CS(Cl)(=O)=O.CCOCC. The catalyst is C(Cl)Cl.CO. The product is [Br:1][C:2]1[CH:3]=[CH:4][C:5]([N:10]2[CH2:15][CH2:14][CH2:13][CH2:12][CH:11]2[CH3:16])=[C:6]([CH2:8][O:9][CH3:17])[CH:7]=1. The yield is 0.920. (3) The reactants are [CH3:1][O:2][C:3]1[S:7][C:6]([NH2:8])=[N:5][CH:4]=1.[O:9]=[C:10]1[C:18]2[C:13](=[CH:14][CH:15]=[CH:16][CH:17]=2)[C:12](=[O:19])N1C(OCC)=O. The catalyst is C(#N)C. The product is [CH3:1][O:2][C:3]1[S:7][C:6]([N:8]2[C:10](=[O:9])[C:18]3[C:13](=[CH:14][CH:15]=[CH:16][CH:17]=3)[C:12]2=[O:19])=[N:5][CH:4]=1. The yield is 0.380. (4) The reactants are [NH:1]1[C:9]2[C:4](=[CH:5][CH:6]=[CH:7][CH:8]=2)[C:3]([C:10]([OH:12])=O)=[CH:2]1.[NH2:13][C:14]1[CH:19]=[CH:18][C:17]([CH2:20][C:21]([OH:23])=[O:22])=[CH:16][C:15]=1[Br:24].[CH3:25][CH2:26]N=C=NCCCN(C)C.Cl.O. The catalyst is CN(C=O)C. The product is [Br:24][C:15]1[CH:16]=[C:17]([CH2:20][C:21]([O:23][CH2:25][CH3:26])=[O:22])[CH:18]=[CH:19][C:14]=1[NH:13][C:10]([C:3]1[C:4]2[C:9](=[CH:8][CH:7]=[CH:6][CH:5]=2)[NH:1][CH:2]=1)=[O:12]. The yield is 0.270.